Dataset: Peptide-MHC class I binding affinity with 185,985 pairs from IEDB/IMGT. Task: Regression. Given a peptide amino acid sequence and an MHC pseudo amino acid sequence, predict their binding affinity value. This is MHC class I binding data. The peptide sequence is GEMWAQDAA. The MHC is HLA-B45:01 with pseudo-sequence HLA-B45:01. The binding affinity (normalized) is 0.944.